Task: Predict the reaction yield, written as a fraction of the theoretical maximum amount of product (1.0 means a 100% yield; for example, 0.34 means a 34% yield).. Dataset: Reaction yield outcomes from USPTO patents with 853,638 reactions (1) The reactants are [F:1][C:2]1[C:10]([N+:11]([O-:13])=[O:12])=[CH:9][CH:8]=[C:7]([F:14])[C:3]=1[C:4]([OH:6])=[O:5].[N+](=[CH2:17])=[N-].[Si](C=[N+]=[N-])(C)(C)C.N#N. The catalyst is CO. The product is [F:1][C:2]1[C:10]([N+:11]([O-:13])=[O:12])=[CH:9][CH:8]=[C:7]([F:14])[C:3]=1[C:4]([O:6][CH3:17])=[O:5]. The yield is 0.990. (2) The product is [NH:1]1[C:9]2[C:4](=[CH:5][CH:6]=[CH:7][CH:8]=2)[C:3]([CH:10]=[C:11]2[C:15](=[O:16])[C:14]3[CH:17]=[CH:18][CH:19]=[C:20]([CH2:21][N:22]4[CH2:27][CH2:26][NH:25][CH2:24][CH2:23]4)[C:13]=3[O:12]2)=[CH:2]1. The reactants are [NH:1]1[C:9]2[C:4](=[CH:5][CH:6]=[CH:7][CH:8]=2)[C:3](/[CH:10]=[C:11]2\[O:12][C:13]3[C:20]([CH2:21][N:22]4[CH2:27][CH2:26][N:25](C(OC(C)(C)C)=O)[CH2:24][CH2:23]4)=[CH:19][CH:18]=[CH:17][C:14]=3[C:15]\2=[O:16])=[CH:2]1.Cl. The catalyst is C(Cl)Cl.O1CCOCC1. The yield is 0.950. (3) The reactants are O[C:2]1[C:7]([C:8]#[N:9])=[C:6]([O:10][CH3:11])[N:5]=[C:4]([CH3:12])[CH:3]=1.[Cl:13]P(Cl)(Cl)(Cl)Cl.P(Cl)(Cl)(Cl)=O.CN(C)C=O. The catalyst is C(Cl)(Cl)Cl. The product is [Cl:13][C:2]1[C:7]([C:8]#[N:9])=[C:6]([O:10][CH3:11])[N:5]=[C:4]([CH3:12])[CH:3]=1. The yield is 0.890. (4) The yield is 0.180. The product is [Cl:1][C:2]1[CH:3]=[C:4]([CH:8]=[CH:9][C:10]=1[C:11]1[CH:20]=[CH:19][C:18]2[C:13](=[CH:14][CH:15]=[C:16]([OH:21])[CH:17]=2)[N:12]=1)[C:5]([OH:7])=[O:6]. The reactants are [Cl:1][C:2]1[CH:3]=[C:4]([CH:8]=[CH:9][C:10]=1[C:11]1[CH:20]=[CH:19][C:18]2[C:13](=[CH:14][CH:15]=[C:16]([O:21]C)[CH:17]=2)[N:12]=1)[C:5]([OH:7])=[O:6].[Al+3].[Cl-].[Cl-].[Cl-]. The catalyst is C(Cl)Cl. (5) The reactants are [H-].[Na+].[CH3:3][CH2:4][O:5][C:6]([CH:8](P(OCC)(OCC)=O)[CH3:9])=[O:7].[CH:18]([C:21]1[CH:28]=[CH:27][C:24]([CH:25]=O)=[CH:23][CH:22]=1)([CH3:20])[CH3:19].O. The catalyst is CN(C=O)C. The product is [CH:18]([C:21]1[CH:28]=[CH:27][C:24]([CH:25]=[C:8]([CH3:9])[C:6]([O:5][CH2:4][CH3:3])=[O:7])=[CH:23][CH:22]=1)([CH3:20])[CH3:19]. The yield is 0.960.